This data is from Catalyst prediction with 721,799 reactions and 888 catalyst types from USPTO. The task is: Predict which catalyst facilitates the given reaction. (1) Reactant: [CH3:1][C:2]1[O:6][N:5]=[C:4]([C:7]2[CH:8]=[C:9]([CH:31]=[CH:32][CH:33]=2)[O:10][C:11]2[CH:30]=[CH:29][C:14]3[O:15][CH2:16][CH2:17][N:18](C(OC(C)(C)C)=O)[S:19](=[O:21])(=[O:20])[C:13]=3[CH:12]=2)[N:3]=1. Product: [CH3:1][C:2]1[O:6][N:5]=[C:4]([C:7]2[CH:8]=[C:9]([CH:31]=[CH:32][CH:33]=2)[O:10][C:11]2[CH:30]=[CH:29][C:14]3[O:15][CH2:16][CH2:17][NH:18][S:19](=[O:21])(=[O:20])[C:13]=3[CH:12]=2)[N:3]=1. The catalyst class is: 89. (2) Reactant: Br[C:2]1[C:7]([Cl:8])=[CH:6][C:5]([Cl:9])=[CH:4][N:3]=1.C([Li])CCC.CCCCCC.[CH2:21]([Sn:25]([CH2:31][CH2:32][CH2:33][CH3:34])([CH2:27][CH2:28][CH2:29][CH3:30])Cl)[CH2:22][CH2:23][CH3:24]. Product: [CH2:31]([Sn:25]([CH2:21][CH2:22][CH2:23][CH3:24])([CH2:27][CH2:28][CH2:29][CH3:30])[C:2]1[C:7]([Cl:8])=[CH:6][C:5]([Cl:9])=[CH:4][N:3]=1)[CH2:32][CH2:33][CH3:34]. The catalyst class is: 7. (3) Reactant: [F:1][C:2]([F:22])([F:21])[O:3][C:4]1[CH:9]=[CH:8][C:7]([N:10]2[C:17](=O)[CH:16]3[NH:19][CH:12]([CH2:13][S:14][CH2:15]3)[C:11]2=O)=[CH:6][CH:5]=1.S(C)C.FC(F)(F)C1C=CC(C2CCNCC=2)=CC=1.[OH-].[Na+]. Product: [F:22][C:2]([F:1])([F:21])[O:3][C:4]1[CH:5]=[CH:6][C:7]([N:10]2[CH2:17][CH:16]3[NH:19][CH:12]([CH2:13][S:14][CH2:15]3)[CH2:11]2)=[CH:8][CH:9]=1. The catalyst class is: 1. (4) Reactant: [CH3:1][O:2][C:3](=[O:13])[C:4]1[CH:9]=[CH:8][C:7]([O:10][CH3:11])=[C:6]([NH2:12])[CH:5]=1.C([O-])([O-])=O.[Cs+].[Cs+].Br[CH2:21][CH2:22][CH2:23][O:24][CH3:25].[Na+].[I-]. Product: [CH3:1][O:2][C:3](=[O:13])[C:4]1[CH:9]=[CH:8][C:7]([O:10][CH3:11])=[C:6]([NH:12][CH2:21][CH2:22][CH2:23][O:24][CH3:25])[CH:5]=1. The catalyst class is: 18. (5) Reactant: [H-].[Na+].[F:3][C:4]([F:11])([F:10])[C:5]([O:7]CC)=O.[C:12](#[N:14])[CH3:13]. Product: [F:11][C:4]([F:3])([F:10])[C:5](=[O:7])[CH2:13][C:12]#[N:14]. The catalyst class is: 7. (6) Reactant: P(Cl)(Cl)([Cl:3])=O.[NH2:6][C:7]1[CH:12]=[C:11](O)[N:10]=[C:9]([NH:14][C:15]2[CH:22]=[CH:21][C:18]([C:19]#[N:20])=[CH:17][CH:16]=2)[N:8]=1.C(=O)([O-])[O-].[K+].[K+]. Product: [NH2:6][C:7]1[CH:12]=[C:11]([Cl:3])[N:10]=[C:9]([NH:14][C:15]2[CH:22]=[CH:21][C:18]([C:19]#[N:20])=[CH:17][CH:16]=2)[N:8]=1. The catalyst class is: 6. (7) Reactant: [NH:1]=[C:2]1[C:6]2=[N:7][CH:8]=[CH:9][CH:10]=[C:5]2[C:4](=[O:11])[N:3]1[CH2:12][C:13](=O)[C:14]1[CH:19]=[CH:18][CH:17]=[CH:16][CH:15]=1.Cl.[OH-:22].[Na+]. Product: [C:14]1([C:13]2[NH:1][C:2]([C:6]3[N:7]=[CH:8][CH:9]=[CH:10][C:5]=3[C:4]([OH:22])=[O:11])=[N:3][CH:12]=2)[CH:19]=[CH:18][CH:17]=[CH:16][CH:15]=1. The catalyst class is: 6.